From a dataset of Catalyst prediction with 721,799 reactions and 888 catalyst types from USPTO. Predict which catalyst facilitates the given reaction. Reactant: [C:1]([O:5][C@@H:6]([C:12]1[C:13]([CH3:44])=[N:14][C:15]2[N:16]([N:27]=[C:28]([C:30](=O)[NH:31][CH2:32][C:33](=O)[CH2:34][C:35]3[CH:40]=[CH:39][C:38]([F:41])=[CH:37][CH:36]=3)[CH:29]=2)[C:17]=1[N:18]1[CH2:23][CH2:22][C:21]([CH2:25][CH3:26])([CH3:24])[CH2:20][CH2:19]1)[C:7]([O:9]CC)=[O:8])([CH3:4])([CH3:3])[CH3:2].COC1C=CC(P2(SP(C3C=CC(OC)=CC=3)(=S)S2)=[S:54])=CC=1. Product: [C:1]([O:5][C@@H:6]([C:12]1[C:13]([CH3:44])=[N:14][C:15]2[N:16]([N:27]=[C:28]([C:30]3[S:54][C:33]([CH2:34][C:35]4[CH:40]=[CH:39][C:38]([F:41])=[CH:37][CH:36]=4)=[CH:32][N:31]=3)[CH:29]=2)[C:17]=1[N:18]1[CH2:23][CH2:22][C:21]([CH2:25][CH3:26])([CH3:24])[CH2:20][CH2:19]1)[C:7]([OH:9])=[O:8])([CH3:4])([CH3:3])[CH3:2]. The catalyst class is: 11.